From a dataset of Full USPTO retrosynthesis dataset with 1.9M reactions from patents (1976-2016). Predict the reactants needed to synthesize the given product. Given the product [Cl:5][C:6]1[C:11]([CH2:12][C:13]([O:15][CH3:1])=[O:14])=[CH:10][CH:9]=[CH:8][N:7]=1, predict the reactants needed to synthesize it. The reactants are: [C:1](Cl)(=O)C.[Cl:5][C:6]1[C:11]([CH2:12][C:13]([OH:15])=[O:14])=[CH:10][CH:9]=[CH:8][N:7]=1.